From a dataset of Full USPTO retrosynthesis dataset with 1.9M reactions from patents (1976-2016). Predict the reactants needed to synthesize the given product. (1) Given the product [CH:23]1([C:8]2[C:7]([CH2:6][C:5]3[CH:4]=[CH:3][C:2]([C:31]#[N:32])=[CH:30][CH:29]=3)=[CH:11][N:10]([C:12]3[CH:17]=[CH:16][C:15]([O:18][C:19]([F:20])([F:22])[F:21])=[CH:14][CH:13]=3)[N:9]=2)[CH2:24][CH2:25][CH2:26][CH2:27][CH2:28]1, predict the reactants needed to synthesize it. The reactants are: Br[C:2]1[CH:30]=[CH:29][C:5]([CH2:6][C:7]2[C:8]([CH:23]3[CH2:28][CH2:27][CH2:26][CH2:25][CH2:24]3)=[N:9][N:10]([C:12]3[CH:17]=[CH:16][C:15]([O:18][C:19]([F:22])([F:21])[F:20])=[CH:14][CH:13]=3)[CH:11]=2)=[CH:4][CH:3]=1.[CH3:31][N:32](C=O)C. (2) The reactants are: CO.[Br:3][C:4]1[CH:5]=[N:6][C:7](=[O:10])[NH:8][CH:9]=1.[CH:11]1[C:20]2[C:15](=[CH:16][CH:17]=[CH:18][CH:19]=2)[CH:14]=[CH:13][C:12]=1B(O)O. Given the product [Br:3][C:4]1[CH:5]=[N:6][C:7](=[O:10])[N:8]([C:13]2[CH:12]=[CH:11][C:20]3[C:15](=[CH:16][CH:17]=[CH:18][CH:19]=3)[CH:14]=2)[CH:9]=1, predict the reactants needed to synthesize it.